Dataset: Full USPTO retrosynthesis dataset with 1.9M reactions from patents (1976-2016). Task: Predict the reactants needed to synthesize the given product. (1) Given the product [C:16]([CH2:15][NH:14][C:12](=[O:13])[C:11]1[CH:18]=[CH:19][C:8]([C:6]2[CH:5]=[CH:4][N:3]=[C:2]([NH:20][C:21]3[CH:22]=[CH:23][C:24]([NH:27][CH2:28][CH2:29][OH:30])=[CH:25][CH:26]=3)[N:7]=2)=[CH:9][CH:10]=1)#[N:17], predict the reactants needed to synthesize it. The reactants are: Cl[C:2]1[N:7]=[C:6]([C:8]2[CH:19]=[CH:18][C:11]([C:12]([NH:14][CH2:15][C:16]#[N:17])=[O:13])=[CH:10][CH:9]=2)[CH:5]=[CH:4][N:3]=1.[NH2:20][C:21]1[CH:26]=[CH:25][C:24]([NH:27][CH2:28][CH2:29][OH:30])=[CH:23][CH:22]=1.CCN(C(C)C)C(C)C.CS(C)=O. (2) Given the product [N:15]([CH2:14][C@@H:9]1[CH2:10][C@@H:11]([F:13])[CH2:12][NH:8]1)=[N+:16]=[N-:17], predict the reactants needed to synthesize it. The reactants are: C(OC([N:8]1[CH2:12][C@H:11]([F:13])[CH2:10][C@H:9]1[CH2:14][N:15]=[N+:16]=[N-:17])=O)(C)(C)C.C(O)(C(F)(F)F)=O. (3) The reactants are: [F:1][C:2]([F:15])([F:14])[S:3]([O:6]S(C(F)(F)F)(=O)=O)(=[O:5])=[O:4].O[C:17]1[CH:22]=[CH:21][C:20]([C:23]2[N:28]([CH3:29])[C:27](=[O:30])[N:26]([CH2:31][O:32][CH2:33][CH2:34][Si:35]([CH3:38])([CH3:37])[CH3:36])[C:25](=[O:39])[C:24]=2[CH3:40])=[C:19]([CH3:41])[CH:18]=1. Given the product [F:1][C:2]([F:15])([F:14])[S:3]([O:6][C:17]1[CH:22]=[CH:21][C:20]([C:23]2[N:28]([CH3:29])[C:27](=[O:30])[N:26]([CH2:31][O:32][CH2:33][CH2:34][Si:35]([CH3:38])([CH3:37])[CH3:36])[C:25](=[O:39])[C:24]=2[CH3:40])=[C:19]([CH3:41])[CH:18]=1)(=[O:5])=[O:4], predict the reactants needed to synthesize it. (4) The reactants are: [N+:1]([C:4]1[C:5](O)=[N:6][CH:7]=[C:8]([C:10]([F:13])([F:12])[F:11])[CH:9]=1)([O-:3])=[O:2].P(Cl)(Cl)([Cl:17])=O.O. Given the product [Cl:17][C:5]1[C:4]([N+:1]([O-:3])=[O:2])=[CH:9][C:8]([C:10]([F:13])([F:12])[F:11])=[CH:7][N:6]=1, predict the reactants needed to synthesize it. (5) Given the product [CH2:7]([O:14][C:15]1[CH:19]=[C:18]([CH2:20][OH:21])[N:17]([CH:24]([CH3:26])[CH3:25])[N:16]=1)[C:8]1[CH:9]=[CH:10][CH:11]=[CH:12][CH:13]=1, predict the reactants needed to synthesize it. The reactants are: [H-].[Al+3].[Li+].[H-].[H-].[H-].[CH2:7]([O:14][C:15]1[CH:19]=[C:18]([C:20](OC)=[O:21])[N:17]([CH:24]([CH3:26])[CH3:25])[N:16]=1)[C:8]1[CH:13]=[CH:12][CH:11]=[CH:10][CH:9]=1.CC(C)=O. (6) Given the product [Br:1][C:2]1[CH:7]=[CH:6][C:5]([C:8]([N:10]2[CH2:14][CH2:13][CH2:12][C@H:11]2[CH2:15][NH:20][CH3:19])=[O:9])=[CH:4][CH:3]=1, predict the reactants needed to synthesize it. The reactants are: [Br:1][C:2]1[CH:7]=[CH:6][C:5]([C:8]([N:10]2[CH2:14][CH2:13][CH2:12][C@H:11]2[CH2:15]I)=[O:9])=[CH:4][CH:3]=1.CO.[CH3:19][NH2:20].